This data is from Full USPTO retrosynthesis dataset with 1.9M reactions from patents (1976-2016). The task is: Predict the reactants needed to synthesize the given product. (1) Given the product [CH2:1]([N:3]1[C:12]2[CH:11]=[CH:10][C:9]([CH2:13][CH2:14][CH2:15][N:16]3[CH2:20][CH2:19][CH2:18][CH2:17]3)=[CH:8][C:7]=2[C:6]2=[N:21][NH:22][C:23]([CH3:24])=[C:5]2[C:4]1=[O:25])[CH3:2], predict the reactants needed to synthesize it. The reactants are: [CH2:1]([N:3]1[C:12]2[CH:11]=[CH:10][C:9]([C:13]#[C:14][CH2:15][N:16]3[CH2:20][CH2:19][CH2:18][CH2:17]3)=[CH:8][C:7]=2[C:6]2=[N:21][NH:22][C:23]([CH3:24])=[C:5]2[C:4]1=[O:25])[CH3:2]. (2) Given the product [CH3:68][C:57]1([CH3:69])[C@H:58]([C:60]([N:62]2[CH2:67][CH2:66][O:65][CH2:64][CH2:63]2)=[O:61])[CH2:59][C@@H:56]1[NH:55][C:27]([C@:11]12[CH2:23][CH2:22][C@@H:21]([C:24]([CH3:26])=[CH2:25])[CH:12]1[C@@H:13]1[C@@:8]([CH3:30])([CH2:9][CH2:10]2)[C@@:7]2([CH3:31])[C@@H:16]([C@:17]3([CH3:20])[C@@H:4]([CH2:5][CH2:6]2)[C:3]([CH3:33])([CH3:32])[C@@H:2]([OH:1])[CH2:19][CH2:18]3)[CH2:15][CH2:14]1)=[O:28], predict the reactants needed to synthesize it. The reactants are: [OH:1][C@H:2]1[CH2:19][CH2:18][C@@:17]2([CH3:20])[C@@H:4]([CH2:5][CH2:6][C@:7]3([CH3:31])[C@@H:16]2[CH2:15][CH2:14][C@H:13]2[C@@:8]3([CH3:30])[CH2:9][CH2:10][C@@:11]3([C:27](O)=[O:28])[CH2:23][CH2:22][C@@H:21]([C:24]([CH3:26])=[CH2:25])[CH:12]32)[C:3]1([CH3:33])[CH3:32].CCN=C=NCCCN(C)C.C1C=CC2N(O)N=NC=2C=1.[NH2:55][C@H:56]1[CH2:59][C@@H:58]([C:60]([N:62]2[CH2:67][CH2:66][O:65][CH2:64][CH2:63]2)=[O:61])[C:57]1([CH3:69])[CH3:68]. (3) The reactants are: [CH2:1]([C:3]1[S:28][C:6]2[N:7]([CH2:13][C:14]3[CH:19]=[CH:18][C:17]([C:20]4[C:21]([C:26]#[N:27])=[CH:22][CH:23]=[CH:24][CH:25]=4)=[CH:16][CH:15]=3)[C:8](=[O:12])[NH:9][C:10](=[O:11])[C:5]=2[CH:4]=1)[CH3:2].[CH:29]1([CH:35]2[CH2:37][O:36]2)[CH2:34][CH2:33][CH2:32][CH2:31][CH2:30]1.C(=O)([O-])[O-].[K+].[K+].C[N+]1([O-])CCOCC1. Given the product [CH:29]1([C:35](=[O:36])[CH2:37][N:9]2[C:10](=[O:11])[C:5]3[CH:4]=[C:3]([CH2:1][CH3:2])[S:28][C:6]=3[N:7]([CH2:13][C:14]3[CH:19]=[CH:18][C:17]([C:20]4[C:21]([C:26]#[N:27])=[CH:22][CH:23]=[CH:24][CH:25]=4)=[CH:16][CH:15]=3)[C:8]2=[O:12])[CH2:34][CH2:33][CH2:32][CH2:31][CH2:30]1, predict the reactants needed to synthesize it. (4) Given the product [F:36][C:33]1[CH:34]=[CH:35][C:30]([C@@:8]([NH:7][C:5]([CH:4]2[C:3]([C:41]([F:43])([F:44])[F:42])([C:2]([F:1])([F:45])[F:46])[O:59]2)=[O:6])([C:16]2[CH:21]=[C:20]([O:22][C:23]([F:27])([F:28])[CH:24]([F:26])[F:25])[CH:19]=[C:18]([F:29])[CH:17]=2)[CH2:9][C:10]2[CH:15]=[CH:14][CH:13]=[CH:12][CH:11]=2)=[CH:31][C:32]=1[O:37][CH:38]([CH3:40])[CH3:39], predict the reactants needed to synthesize it. The reactants are: [F:1][C:2]([F:46])([F:45])[C:3]([C:41]([F:44])([F:43])[F:42])=[CH:4][C:5]([NH:7][C@:8]([C:30]1[CH:35]=[CH:34][C:33]([F:36])=[C:32]([O:37][CH:38]([CH3:40])[CH3:39])[CH:31]=1)([C:16]1[CH:21]=[C:20]([O:22][C:23]([F:28])([F:27])[CH:24]([F:26])[F:25])[CH:19]=[C:18]([F:29])[CH:17]=1)[CH2:9][C:10]1[CH:15]=[CH:14][CH:13]=[CH:12][CH:11]=1)=[O:6].C1(C2C=C[N+]([O-:59])=CC=2)C=CC=CC=1.[O-]Cl.[Na+]. (5) Given the product [C:21]([O:24][C:25]([NH:1][CH2:2][C@@H:3]([C:8]1[CH:13]=[CH:12][CH:11]=[CH:10][CH:9]=1)[CH2:4][C:5]([OH:7])=[O:6])=[O:26])([CH3:23])([CH3:22])[CH3:20], predict the reactants needed to synthesize it. The reactants are: [NH2:1][CH2:2][C@@H:3]([C:8]1[CH:13]=[CH:12][CH:11]=[CH:10][CH:9]=1)[CH2:4][C:5]([OH:7])=[O:6].C([O-])([O-])=O.[K+].[K+].[CH3:20][C:21]([O:24][C:25](O[C:25]([O:24][C:21]([CH3:23])([CH3:22])[CH3:20])=[O:26])=[O:26])([CH3:23])[CH3:22]. (6) Given the product [Cl:30][C:26]1[CH:25]=[C:24]2[C:29](=[CH:28][CH:27]=1)[C:1]([O:2][Sn:3]([CH2:8][CH2:9][CH2:10][CH3:11])([CH2:4][CH2:5][CH2:6][CH3:7])[CH2:12][CH2:13][CH2:14][CH3:15])=[CH:21][CH2:22][CH2:23]2, predict the reactants needed to synthesize it. The reactants are: [CH3:1][O:2][Sn:3]([CH2:12][CH2:13][CH2:14][CH3:15])([CH2:8][CH2:9][CH2:10][CH3:11])[CH2:4][CH2:5][CH2:6][CH3:7].C(OC1[C:29]2[C:24](=[CH:25][C:26]([Cl:30])=[CH:27][CH:28]=2)[CH2:23][CH2:22][CH:21]=1)(=O)C. (7) Given the product [Br:1][C:2]1[CH:8]=[C:7]2[C:5](=[CH:4][CH:3]=1)[NH:6][C@@H:27]([CH3:22])[C@H:26]([CH3:25])[C@H:29]2[NH:32][C:33](=[O:39])[O:34][C:35]([CH3:38])([CH3:37])[CH3:36], predict the reactants needed to synthesize it. The reactants are: [Br:1][C:2]1[CH:8]=[CH:7][C:5]([NH2:6])=[CH:4][CH:3]=1.C(=O)C.P(O)(O[C:22]1[CH:27]=[CH:26][CH:25]=CC=1)(O[C:26]1[CH:25]=CC=[CH:22][CH:27]=1)=O.[CH:29](/[NH:32][C:33](=[O:39])[O:34][C:35]([CH3:38])([CH3:37])[CH3:36])=C\C. (8) Given the product [CH2:22]([C:2]1[CH:11]=[C:10]2[C:5]([C:6]([C:14]3[CH:19]=[CH:18][CH:17]=[CH:16][CH:15]=3)=[CH:7][C:8]([C:12]#[N:13])=[N:9]2)=[CH:4][CH:3]=1)[CH:21]=[CH2:20], predict the reactants needed to synthesize it. The reactants are: Cl[C:2]1[CH:11]=[C:10]2[C:5]([C:6]([C:14]3[CH:19]=[CH:18][CH:17]=[CH:16][CH:15]=3)=[CH:7][C:8]([C:12]#[N:13])=[N:9]2)=[CH:4][CH:3]=1.[CH2:20]([Sn](CCCC)(CCCC)CCCC)[CH:21]=[CH2:22].